Dataset: Full USPTO retrosynthesis dataset with 1.9M reactions from patents (1976-2016). Task: Predict the reactants needed to synthesize the given product. (1) Given the product [CH3:22][O:21][C:3]1[C:2]([C:24]2[S:23][CH:27]=[CH:26][CH:25]=2)=[CH:7][CH:6]=[C:5]([O:8][CH3:9])[C:4]=1[C:10](=[O:20])[CH2:11][C:12]1[CH:17]=[CH:16][CH:15]=[CH:14][C:13]=1[O:18][CH3:19], predict the reactants needed to synthesize it. The reactants are: Br[C:2]1[C:3]([O:21][CH3:22])=[C:4]([C:10](=[O:20])[CH2:11][C:12]2[CH:17]=[CH:16][CH:15]=[CH:14][C:13]=2[O:18][CH3:19])[C:5]([O:8][CH3:9])=[CH:6][CH:7]=1.[S:23]1[CH:27]=[CH:26][CH:25]=[C:24]1B(O)O. (2) Given the product [NH2:14][C:15]1[S:16][C:17]2[CH:23]=[C:22]([O:24][CH3:25])[CH:21]=[CH:20][C:18]=2[N:19]=1, predict the reactants needed to synthesize it. The reactants are: C(OC(=O)C1C=CC(NC([NH:14][C:15]2[S:16][C:17]3[CH:23]=[C:22]([O:24][CH3:25])[CH:21]=[CH:20][C:18]=3[N:19]=2)=O)=CC=1)C.C(C1C=CC(C=CC(OC)=O)=CC=1)=O. (3) Given the product [CH3:23][C:24]1([CH3:39])[C:28]2=[N:29][CH:30]=[C:31]([N:33]3[CH2:38][CH2:37][O:36][CH2:35][CH2:34]3)[CH:32]=[C:27]2[N:26]([C:2]2[C:11]3[C:6](=[CH:7][C:8]([F:13])=[CH:9][C:10]=3[F:12])[N:5]=[C:4](/[CH:14]=[CH:15]/[C:16]3[CH:21]=[CH:20][CH:19]=[CH:18][CH:17]=3)[C:3]=2[CH3:22])[CH2:25]1, predict the reactants needed to synthesize it. The reactants are: Cl[C:2]1[C:11]2[C:6](=[CH:7][C:8]([F:13])=[CH:9][C:10]=2[F:12])[N:5]=[C:4](/[CH:14]=[CH:15]/[C:16]2[CH:21]=[CH:20][CH:19]=[CH:18][CH:17]=2)[C:3]=1[CH3:22].[CH3:23][C:24]1([CH3:39])[C:28]2=[N:29][CH:30]=[C:31]([N:33]3[CH2:38][CH2:37][O:36][CH2:35][CH2:34]3)[CH:32]=[C:27]2[NH:26][CH2:25]1.CC(C1C=C(C(C)C)C(C2C=CC=CC=2P(C2CCCCC2)C2CCCCC2)=C(C(C)C)C=1)C.CC(C)([O-])C.[Na+]. (4) The reactants are: [C:1]([N:4]1[CH2:9][CH2:8][C@H:7]([NH:10][C:11]([C:13]2[NH:14][C:15]([CH2:19][CH3:20])=[C:16]([Cl:18])[N:17]=2)=[O:12])[C@H:6]([O:21][CH3:22])[CH2:5]1)(=[S:3])[NH2:2].Br[CH2:24][C:25]([C:27]1([C:30]([O:32][CH2:33][CH3:34])=[O:31])[CH2:29][CH2:28]1)=O. Given the product [Cl:18][C:16]1[N:17]=[C:13]([C:11]([NH:10][C@H:7]2[CH2:8][CH2:9][N:4]([C:1]3[S:3][CH:24]=[C:25]([C:27]4([C:30]([O:32][CH2:33][CH3:34])=[O:31])[CH2:29][CH2:28]4)[N:2]=3)[CH2:5][C@H:6]2[O:21][CH3:22])=[O:12])[NH:14][C:15]=1[CH2:19][CH3:20], predict the reactants needed to synthesize it. (5) Given the product [Br:1][C:2]1[CH:3]=[C:4]2[C:9](=[CH:10][CH:11]=1)[CH:8]=[C:7]([C:12]([Cl:17])=[O:14])[CH:6]=[CH:5]2, predict the reactants needed to synthesize it. The reactants are: [Br:1][C:2]1[CH:3]=[C:4]2[C:9](=[CH:10][CH:11]=1)[CH:8]=[C:7]([C:12]([OH:14])=O)[CH:6]=[CH:5]2.S(Cl)([Cl:17])=O. (6) Given the product [C:22]([NH:26][S:27]([C:30]1[CH:31]=[CH:32][CH:33]=[C:34]([C:19]2[N:18]=[CH:17][N:16]([C:11]3[N:12]=[C:13]([CH3:15])[CH:14]=[C:9]([C:4]4[CH:5]=[CH:6][C:7]([Cl:8])=[C:2]([Cl:1])[CH:3]=4)[N:10]=3)[CH:20]=2)[CH:35]=1)(=[O:29])=[O:28])([CH3:25])([CH3:23])[CH3:24], predict the reactants needed to synthesize it. The reactants are: [Cl:1][C:2]1[CH:3]=[C:4]([C:9]2[CH:14]=[C:13]([CH3:15])[N:12]=[C:11]([N:16]3[CH:20]=[C:19](I)[N:18]=[CH:17]3)[N:10]=2)[CH:5]=[CH:6][C:7]=1[Cl:8].[C:22]([NH:26][S:27]([C:30]1[CH:31]=[C:32](B(O)O)[CH:33]=[CH:34][CH:35]=1)(=[O:29])=[O:28])([CH3:25])([CH3:24])[CH3:23]. (7) Given the product [F:1][CH:2]([C:8](=[O:9])[CH3:10])[C:3]([N:15]([CH3:16])[CH3:14])=[O:4], predict the reactants needed to synthesize it. The reactants are: [F:1][CH:2]([C:8]([CH3:10])=[O:9])[C:3](OCC)=[O:4].C(O)C.[CH3:14][NH:15][CH3:16].